From a dataset of Catalyst prediction with 721,799 reactions and 888 catalyst types from USPTO. Predict which catalyst facilitates the given reaction. (1) Reactant: CC1C=CC(S(/[N:11]=[C:12]2/[N:13]([CH2:18][C:19]([NH2:21])=O)[CH:14]=[CH:15][N:16]=[CH:17]/2)(=O)=O)=CC=1.[F:22][C:23]([F:34])([F:33])[C:24](O[C:24](=[O:25])[C:23]([F:34])([F:33])[F:22])=[O:25]. Product: [F:22][C:23]([F:34])([F:33])[C:24]([NH:21][C:19]1[N:11]=[C:12]2[CH:17]=[N:16][CH:15]=[CH:14][N:13]2[CH:18]=1)=[O:25]. The catalyst class is: 4. (2) Reactant: [C:1]([O:5][C:6]([N:8]1[CH2:13][CH2:12][C:11]([C:17]2[CH:22]=[CH:21][CH:20]=[CH:19][CH:18]=2)([C:14]([OH:16])=[O:15])[CH2:10][CH2:9]1)=[O:7])([CH3:4])([CH3:3])[CH3:2].C1(N=C=NC2CCCCC2)CCCCC1.[Br:38][C:39]1[CH:40]=[C:41]([C@H:49](O)[CH3:50])[CH:42]=[C:43]([C:45]([F:48])([F:47])[F:46])[CH:44]=1.CN(C1C=CC=CN=1)C. Product: [C:17]1([C:11]2([C:14]([O:16][C@@H:49]([C:41]3[CH:42]=[C:43]([C:45]([F:46])([F:47])[F:48])[CH:44]=[C:39]([Br:38])[CH:40]=3)[CH3:50])=[O:15])[CH2:12][CH2:13][N:8]([C:6]([O:5][C:1]([CH3:4])([CH3:2])[CH3:3])=[O:7])[CH2:9][CH2:10]2)[CH:22]=[CH:21][CH:20]=[CH:19][CH:18]=1. The catalyst class is: 451.